This data is from Full USPTO retrosynthesis dataset with 1.9M reactions from patents (1976-2016). The task is: Predict the reactants needed to synthesize the given product. (1) Given the product [F:91][C:82]1[CH:83]=[CH:84][CH:85]=[C:86]([C:87]([F:89])([F:90])[F:88])[C:81]=1[CH2:80][N:57]1[C:58]2[CH2:79][O:78][C:62]3([CH2:63][CH2:64][N:65]([CH2:68][C:69]4[O:70][C:71]([C:74]([F:75])([F:76])[F:77])=[CH:72][CH:73]=4)[CH2:66][CH2:67]3)[C:59]=2[C:60](=[O:61])[N:55]([CH2:54][CH:53]([NH:52][CH2:30][CH2:31][CH2:32][C:33]([OH:35])=[O:34])[C:93]2[CH:98]=[CH:97][CH:96]=[C:95]([CH3:99])[N:94]=2)[C:56]1=[O:92], predict the reactants needed to synthesize it. The reactants are: ClC1C=C(C=CC=1)CN1CCC2(C3C(=O)N(C[C@H](N[CH2:30][CH2:31][CH2:32][C:33]([OH:35])=[O:34])C4C=CC=CC=4)C(=O)N(CC4C(C(F)(F)F)=CC=CC=4F)C=3CO2)CC1.[NH2:52][CH:53]([C:93]1[CH:98]=[CH:97][CH:96]=[C:95]([CH3:99])[N:94]=1)[CH2:54][N:55]1[C:60](=[O:61])[C:59]2[C:62]3([O:78][CH2:79][C:58]=2[N:57]([CH2:80][C:81]2[C:86]([C:87]([F:90])([F:89])[F:88])=[CH:85][CH:84]=[CH:83][C:82]=2[F:91])[C:56]1=[O:92])[CH2:67][CH2:66][N:65]([CH2:68][C:69]1[O:70][C:71]([C:74]([F:77])([F:76])[F:75])=[CH:72][CH:73]=1)[CH2:64][CH2:63]3. (2) Given the product [CH3:1][O:2][C:3]1[CH:4]=[C:5]([CH:9]=[CH:10][CH:11]=1)[C:6]([NH:60][C:58]1[S:57][C:47]2[C:48]([N:51]3[CH2:56][CH2:55][O:54][CH2:53][CH2:52]3)=[N:49][CH:50]=[C:45]([O:44][CH3:43])[C:46]=2[N:59]=1)=[O:8], predict the reactants needed to synthesize it. The reactants are: [CH3:1][O:2][C:3]1[CH:4]=[C:5]([CH:9]=[CH:10][CH:11]=1)[C:6]([OH:8])=O.CN(C(ON1N=NC2C=CC=NC1=2)=[N+](C)C)C.F[P-](F)(F)(F)(F)F.CN1CCOCC1.[CH3:43][O:44][C:45]1[C:46]2[N:59]=[C:58]([NH2:60])[S:57][C:47]=2[C:48]([N:51]2[CH2:56][CH2:55][O:54][CH2:53][CH2:52]2)=[N:49][CH:50]=1.